From a dataset of Forward reaction prediction with 1.9M reactions from USPTO patents (1976-2016). Predict the product of the given reaction. (1) The product is: [NH2:17][C:5]1([CH2:12][CH2:13][CH:14]([CH3:16])[CH3:15])[C:6]2[C:11](=[CH:10][CH:9]=[CH:8][CH:7]=2)[C:2]([OH:1])=[C:3]([C:21]2[NH:26][C:25]3[CH:27]=[CH:28][C:29]([NH:31][C:32](=[O:38])[O:33][C:34]([CH3:37])([CH3:36])[CH3:35])=[CH:30][C:24]=3[S:23](=[O:40])(=[O:39])[N:22]=2)[C:4]1=[O:20]. Given the reactants [OH:1][C:2]1[C:11]2[C:6](=[CH:7][CH:8]=[CH:9][CH:10]=2)[C:5]([NH:17]OC)([CH2:12][CH2:13][CH:14]([CH3:16])[CH3:15])[C:4](=[O:20])[C:3]=1[C:21]1[NH:26][C:25]2[CH:27]=[CH:28][C:29]([NH:31][C:32](=[O:38])[O:33][C:34]([CH3:37])([CH3:36])[CH3:35])=[CH:30][C:24]=2[S:23](=[O:40])(=[O:39])[N:22]=1.O, predict the reaction product. (2) Given the reactants [CH3:1][O:2][C:3]1[CH:8]=[CH:7][C:6]([C:9]2[CH:14]=[CH:13][N:12]=[C:11]([NH2:15])[C:10]=2[NH2:16])=[CH:5][CH:4]=1.[CH3:17][O:18][C:19](=[O:29])[C:20]1[CH:28]=[CH:27][C:23]([C:24](O)=O)=[CH:22][CH:21]=1, predict the reaction product. The product is: [CH3:1][O:2][C:3]1[CH:8]=[CH:7][C:6]([C:9]2[CH:14]=[CH:13][N:12]=[C:11]3[NH:15][C:24]([C:23]4[CH:27]=[CH:28][C:20]([C:19]([O:18][CH3:17])=[O:29])=[CH:21][CH:22]=4)=[N:16][C:10]=23)=[CH:5][CH:4]=1. (3) The product is: [OH:42][C:39]([CH3:41])([CH3:40])[CH2:38][C:34]1[CH:33]=[C:32]([CH:37]=[CH:36][CH:35]=1)[CH2:31][N:21]1[CH:22]=[C:17]([C:15]2[O:14][N:13]=[C:12]([C:9]3[CH:10]=[CH:11][C:6]([O:5][C:4]([F:3])([F:24])[F:25])=[CH:7][CH:8]=3)[N:16]=2)[CH:18]=[CH:19][C:20]1=[O:23]. Given the reactants [H-].[Na+].[F:3][C:4]([F:25])([F:24])[O:5][C:6]1[CH:11]=[CH:10][C:9]([C:12]2[N:16]=[C:15]([C:17]3[CH:18]=[CH:19][C:20](=[O:23])[NH:21][CH:22]=3)[O:14][N:13]=2)=[CH:8][CH:7]=1.CS(O[CH2:31][C:32]1[CH:37]=[CH:36][CH:35]=[C:34]([CH2:38][C:39]([OH:42])([CH3:41])[CH3:40])[CH:33]=1)(=O)=O.O, predict the reaction product. (4) Given the reactants C1(C[N:8]2[CH2:13][CH2:12][CH:11]([N:14]3[CH:23](OS(C(F)(F)F)(=O)=O)[CH:22]4[C:16]([CH2:17][CH2:18][N:19]([C:32]([O:34][C:35]([CH3:38])([CH3:37])[CH3:36])=[O:33])[CH2:20][CH2:21]4)=[N:15]3)[CH2:10][CH2:9]2)C=CC=CC=1.C(N(CC)CC)C, predict the reaction product. The product is: [NH:8]1[CH2:13][CH2:12][CH:11]([N:14]2[CH:23]=[C:22]3[C:16]([CH2:17][CH2:18][N:19]([C:32]([O:34][C:35]([CH3:38])([CH3:37])[CH3:36])=[O:33])[CH2:20][CH2:21]3)=[N:15]2)[CH2:10][CH2:9]1.